Regression. Given two drug SMILES strings and cell line genomic features, predict the synergy score measuring deviation from expected non-interaction effect. From a dataset of NCI-60 drug combinations with 297,098 pairs across 59 cell lines. (1) Drug 1: CC1OCC2C(O1)C(C(C(O2)OC3C4COC(=O)C4C(C5=CC6=C(C=C35)OCO6)C7=CC(=C(C(=C7)OC)O)OC)O)O. Drug 2: C1=CC=C(C=C1)NC(=O)CCCCCCC(=O)NO. Cell line: SK-MEL-2. Synergy scores: CSS=30.8, Synergy_ZIP=-14.9, Synergy_Bliss=-6.49, Synergy_Loewe=-4.65, Synergy_HSA=-2.50. (2) Drug 1: CC1=C(C=C(C=C1)NC2=NC=CC(=N2)N(C)C3=CC4=NN(C(=C4C=C3)C)C)S(=O)(=O)N.Cl. Drug 2: CN(C(=O)NC(C=O)C(C(C(CO)O)O)O)N=O. Cell line: M14. Synergy scores: CSS=-8.60, Synergy_ZIP=0.855, Synergy_Bliss=-7.16, Synergy_Loewe=-9.85, Synergy_HSA=-10.4. (3) Synergy scores: CSS=16.7, Synergy_ZIP=-8.41, Synergy_Bliss=-2.40, Synergy_Loewe=1.35, Synergy_HSA=1.69. Drug 1: C1CC(C1)(C(=O)O)C(=O)O.[NH2-].[NH2-].[Pt+2]. Cell line: OVCAR-5. Drug 2: C1=NNC2=C1C(=O)NC=N2. (4) Drug 1: C1=CC(=CC=C1CCC2=CNC3=C2C(=O)NC(=N3)N)C(=O)NC(CCC(=O)O)C(=O)O. Drug 2: COC1=CC(=CC(=C1O)OC)C2C3C(COC3=O)C(C4=CC5=C(C=C24)OCO5)OC6C(C(C7C(O6)COC(O7)C8=CC=CS8)O)O. Cell line: SW-620. Synergy scores: CSS=33.6, Synergy_ZIP=-7.42, Synergy_Bliss=-8.68, Synergy_Loewe=-7.87, Synergy_HSA=-2.17.